Dataset: Forward reaction prediction with 1.9M reactions from USPTO patents (1976-2016). Task: Predict the product of the given reaction. The product is: [Cl:1][C:2]1[CH:7]=[CH:6][C:5]([C:8]([CH3:22])([C:9]([O:11][CH3:12])=[O:10])[CH2:13][CH2:14][C:15]([OH:17])=[O:16])=[CH:4][CH:3]=1. Given the reactants [Cl:1][C:2]1[CH:7]=[CH:6][C:5]([C:8]([CH3:22])([CH2:13][CH2:14][C:15]([O:17]C(C)(C)C)=[O:16])[C:9]([O:11][CH3:12])=[O:10])=[CH:4][CH:3]=1.C(O)(C(F)(F)F)=O, predict the reaction product.